From a dataset of NCI-60 drug combinations with 297,098 pairs across 59 cell lines. Regression. Given two drug SMILES strings and cell line genomic features, predict the synergy score measuring deviation from expected non-interaction effect. (1) Drug 1: CCC1=C2CN3C(=CC4=C(C3=O)COC(=O)C4(CC)O)C2=NC5=C1C=C(C=C5)O. Drug 2: CN1C2=C(C=C(C=C2)N(CCCl)CCCl)N=C1CCCC(=O)O.Cl. Cell line: K-562. Synergy scores: CSS=32.6, Synergy_ZIP=-10.4, Synergy_Bliss=-5.80, Synergy_Loewe=-73.1, Synergy_HSA=-4.54. (2) Drug 1: CCN(CC)CCCC(C)NC1=C2C=C(C=CC2=NC3=C1C=CC(=C3)Cl)OC. Drug 2: C1CCC(C(C1)N)N.C(=O)(C(=O)[O-])[O-].[Pt+4]. Cell line: HT29. Synergy scores: CSS=64.1, Synergy_ZIP=-0.453, Synergy_Bliss=-0.286, Synergy_Loewe=1.50, Synergy_HSA=5.10. (3) Drug 1: COC1=CC(=CC(=C1O)OC)C2C3C(COC3=O)C(C4=CC5=C(C=C24)OCO5)OC6C(C(C7C(O6)COC(O7)C8=CC=CS8)O)O. Drug 2: CC1C(C(CC(O1)OC2CC(CC3=C2C(=C4C(=C3O)C(=O)C5=CC=CC=C5C4=O)O)(C(=O)C)O)N)O. Cell line: BT-549. Synergy scores: CSS=55.1, Synergy_ZIP=-9.83, Synergy_Bliss=-7.20, Synergy_Loewe=-4.66, Synergy_HSA=-2.79. (4) Drug 2: CCC1(C2=C(COC1=O)C(=O)N3CC4=CC5=C(C=CC(=C5CN(C)C)O)N=C4C3=C2)O.Cl. Drug 1: CCN(CC)CCNC(=O)C1=C(NC(=C1C)C=C2C3=C(C=CC(=C3)F)NC2=O)C. Cell line: UACC-257. Synergy scores: CSS=8.25, Synergy_ZIP=-4.52, Synergy_Bliss=0.958, Synergy_Loewe=-6.56, Synergy_HSA=1.35. (5) Drug 1: C1=C(C(=O)NC(=O)N1)F. Drug 2: CCCS(=O)(=O)NC1=C(C(=C(C=C1)F)C(=O)C2=CNC3=C2C=C(C=N3)C4=CC=C(C=C4)Cl)F. Cell line: OVCAR-4. Synergy scores: CSS=38.1, Synergy_ZIP=-1.13, Synergy_Bliss=-5.38, Synergy_Loewe=-9.43, Synergy_HSA=-6.97. (6) Drug 1: CC1=C2C(C(=O)C3(C(CC4C(C3C(C(C2(C)C)(CC1OC(=O)C(C(C5=CC=CC=C5)NC(=O)C6=CC=CC=C6)O)O)OC(=O)C7=CC=CC=C7)(CO4)OC(=O)C)O)C)OC(=O)C. Drug 2: CC1C(C(CC(O1)OC2CC(CC3=C2C(=C4C(=C3O)C(=O)C5=C(C4=O)C(=CC=C5)OC)O)(C(=O)CO)O)N)O.Cl. Cell line: HCC-2998. Synergy scores: CSS=45.4, Synergy_ZIP=-4.35, Synergy_Bliss=-3.39, Synergy_Loewe=-4.29, Synergy_HSA=-1.06.